The task is: Predict the reactants needed to synthesize the given product.. This data is from Full USPTO retrosynthesis dataset with 1.9M reactions from patents (1976-2016). (1) Given the product [CH2:1]([C:8]1[N:12]=[C:11]([CH2:13][CH2:14][C:15]([OH:17])=[O:16])[O:10][N:9]=1)[C:2]1[CH:3]=[CH:4][CH:5]=[CH:6][CH:7]=1, predict the reactants needed to synthesize it. The reactants are: [CH2:1]([C:8]1[N:12]=[C:11]([CH2:13][CH2:14][C:15]([O:17]C)=[O:16])[O:10][N:9]=1)[C:2]1[CH:7]=[CH:6][CH:5]=[CH:4][CH:3]=1.[OH-].[Na+]. (2) Given the product [NH:25]1[C:26]2=[CH:27][CH:2]=[CH:3][C:4]2=[CH:5][N:6]=[CH:30]1, predict the reactants needed to synthesize it. The reactants are: C(O)(=O)[C:2]1C=C[C:5]([NH:6]CC2N=C3C(N=C(NC3=O)N)=NC=2)=[CH:4][CH:3]=1.C[N:25]1[CH2:30]CO[CH2:27][CH2:26]1. (3) Given the product [F:21][C:22]1[CH:29]=[CH:28][CH:27]=[CH:26][C:23]=1[CH2:24][N:18]1[CH:19]=[C:15]([C:12]2[C:11]3[CH:20]=[C:7]([C:4]4[O:3][C:2]([CH3:1])=[N:6][N:5]=4)[CH:8]=[CH:9][C:10]=3[O:14][CH:13]=2)[CH:16]=[N:17]1, predict the reactants needed to synthesize it. The reactants are: [CH3:1][C:2]1[O:3][C:4]([C:7]2[CH:8]=[CH:9][C:10]3[O:14][CH:13]=[C:12]([C:15]4[CH:16]=[N:17][NH:18][CH:19]=4)[C:11]=3[CH:20]=2)=[N:5][N:6]=1.[F:21][C:22]1[CH:29]=[CH:28][CH:27]=[CH:26][C:23]=1[CH2:24]Br. (4) Given the product [Cl:21][C:22]1[C:27]2[N:28]([CH:36]3[CH2:40][CH2:39][CH2:38][CH2:37]3)[C:29]3[N:30]=[C:31]([NH:35][C:2]4[N:7]=[CH:6][C:5]([N:8]5[CH2:13][CH2:12][N:11]([C:14]([O:16][C:17]([CH3:20])([CH3:19])[CH3:18])=[O:15])[CH2:10][CH2:9]5)=[CH:4][CH:3]=4)[N:32]=[CH:33][C:34]=3[C:26]=2[CH:25]=[CH:24][N:23]=1, predict the reactants needed to synthesize it. The reactants are: Br[C:2]1[N:7]=[CH:6][C:5]([N:8]2[CH2:13][CH2:12][N:11]([C:14]([O:16][C:17]([CH3:20])([CH3:19])[CH3:18])=[O:15])[CH2:10][CH2:9]2)=[CH:4][CH:3]=1.[Cl:21][C:22]1[C:27]2[N:28]([CH:36]3[CH2:40][CH2:39][CH2:38][CH2:37]3)[C:29]3[N:30]=[C:31]([NH2:35])[N:32]=[CH:33][C:34]=3[C:26]=2[CH:25]=[CH:24][N:23]=1.[Li+].C[Si]([N-][Si](C)(C)C)(C)C.C1COCC1.C1(P(C2C=CC=CC=2)C2C3OC4C(=CC=CC=4P(C4C=CC=CC=4)C4C=CC=CC=4)C(C)(C)C=3C=CC=2)C=CC=CC=1.[NH4+].[Cl-]. (5) Given the product [CH3:41][C@H:39]1[O:40][C@@H:35]([CH3:34])[CH2:36][N:37]([C:2]2[CH:3]=[C:4]([CH:25]=[CH:26][N:27]=2)[C:5]([NH:7][C:8]2[S:9][C:10]3[C:16]([N:17]4[CH2:18][CH2:19][O:20][CH2:21][CH2:22]4)=[CH:15][CH:14]=[C:13]([O:23][CH3:24])[C:11]=3[N:12]=2)=[O:6])[CH2:38]1, predict the reactants needed to synthesize it. The reactants are: Br[C:2]1[CH:3]=[C:4]([CH:25]=[CH:26][N:27]=1)[C:5]([NH:7][C:8]1[S:9][C:10]2[C:16]([N:17]3[CH2:22][CH2:21][O:20][CH2:19][CH2:18]3)=[CH:15][CH:14]=[C:13]([O:23][CH3:24])[C:11]=2[N:12]=1)=[O:6].C(=O)([O-])[O-].[Cs+].[Cs+].[CH3:34][C@H:35]1[O:40][C@@H:39]([CH3:41])[CH2:38][NH:37][CH2:36]1. (6) Given the product [CH3:1][C:2]1[CH:3]=[CH:4][C:5]([S:8]([N:11]([C@H:16]([C:45]([O:47][CH2:52][CH:50]([OH:51])[CH2:49][OH:48])=[O:46])[CH2:17][CH2:18][CH2:19][CH2:20][NH:21][C:22]([C@@H:24]([NH:35][S:36]([C:39]2[CH:44]=[CH:43][CH:42]=[CH:41][CH:40]=2)(=[O:37])=[O:38])[CH2:25][CH:26]2[C:34]3[C:29](=[CH:30][CH:31]=[CH:32][CH:33]=3)[N:28]=[CH:27]2)=[O:23])[CH2:12][CH:13]([CH3:15])[CH3:14])(=[O:9])=[O:10])=[CH:6][CH:7]=1, predict the reactants needed to synthesize it. The reactants are: [CH3:1][C:2]1[CH:7]=[CH:6][C:5]([S:8]([N:11]([C@H:16]([C:45]([OH:47])=[O:46])[CH2:17][CH2:18][CH2:19][CH2:20][NH:21][C:22]([C@@H:24]([NH:35][S:36]([C:39]2[CH:44]=[CH:43][CH:42]=[CH:41][CH:40]=2)(=[O:38])=[O:37])[CH2:25][C:26]2[C:34]3[C:29](=[CH:30][CH:31]=[CH:32][CH:33]=3)[NH:28][CH:27]=2)=[O:23])[CH2:12][CH:13]([CH3:15])[CH3:14])(=[O:10])=[O:9])=[CH:4][CH:3]=1.[OH:48][CH2:49][CH:50]([CH2:52]O)[OH:51].C(Cl)CCl.